From a dataset of Reaction yield outcomes from USPTO patents with 853,638 reactions. Predict the reaction yield, written as a fraction of the theoretical maximum amount of product (1.0 means a 100% yield; for example, 0.34 means a 34% yield). (1) The reactants are [Cl:1][C:2]1[C:8]([Cl:9])=[CH:7][CH:6]=[CH:5][C:3]=1N.[BrH:10].N([O-])=O.[Na+]. The catalyst is O. The product is [Br:10][C:3]1[CH:5]=[CH:6][CH:7]=[C:8]([Cl:9])[C:2]=1[Cl:1]. The yield is 0.800. (2) The product is [CH2:1]([O:8][C:9]1[CH:10]=[CH:11][C:12]([Br:25])=[C:13]([N:15]([CH2:32][C:31]2[CH:34]=[CH:35][C:28]([O:27][CH3:26])=[CH:29][CH:30]=2)[C:16]([CH:18]2[CH2:19][N:20]([C:22]([O:24][C:2]([CH3:7])([CH3:3])[CH3:1])=[O:23])[CH2:21]2)=[O:17])[CH:14]=1)[C:2]1[CH:3]=[CH:4][CH:5]=[CH:6][CH:7]=1. The yield is 1.00. The catalyst is C(#N)C. The reactants are [CH2:1]([O:8][C:9]1[CH:10]=[CH:11][C:12]([Br:25])=[C:13]([NH:15][C:16]([CH:18]2[CH2:21][N:20]([C:22]([O-:24])=[O:23])[CH2:19]2)=[O:17])[CH:14]=1)[C:2]1[CH:7]=[CH:6][CH:5]=[CH:4][CH:3]=1.[CH3:26][O:27][C:28]1[CH:35]=[CH:34][C:31]([CH2:32]Cl)=[CH:30][CH:29]=1.C([O-])([O-])=O.[K+].[K+]. (3) The reactants are [C:1]([C:3]1[CH:4]=[C:5]([CH2:9][C:10]([OH:12])=[O:11])[CH:6]=[CH:7][CH:8]=1)#[N:2].S(=O)(=O)(O)O.[CH3:18]O. No catalyst specified. The product is [C:1]([C:3]1[CH:4]=[C:5]([CH2:9][C:10]([O:12][CH3:18])=[O:11])[CH:6]=[CH:7][CH:8]=1)#[N:2]. The yield is 0.840.